This data is from Full USPTO retrosynthesis dataset with 1.9M reactions from patents (1976-2016). The task is: Predict the reactants needed to synthesize the given product. (1) Given the product [CH3:18][C:17]1[C:14]([C:4]2[CH:5]=[CH:6][CH:7]=[C:8]([O:9][CH2:10][CH2:11][O:12][CH3:13])[C:3]=2[O:2][CH3:1])=[C:15]([NH2:16])[NH:23][N:22]=1, predict the reactants needed to synthesize it. The reactants are: [CH3:1][O:2][C:3]1[C:8]([O:9][CH2:10][CH2:11][O:12][CH3:13])=[CH:7][CH:6]=[CH:5][C:4]=1[CH:14]([C:17](=O)[CH3:18])[C:15]#[N:16].Cl.Cl.[NH2:22][NH2:23].C(=O)(O)[O-].[Na+]. (2) Given the product [OH:13][CH:11]1[CH2:12][CH:9]([C:7]2[S:8][C:4]3[CH:3]=[C:2]([N:17]4[C:18](=[O:22])[CH:19]=[CH:20][CH:21]=[N:16]4)[CH:15]=[CH:14][C:5]=3[N:6]=2)[CH2:10]1, predict the reactants needed to synthesize it. The reactants are: Br[C:2]1[CH:15]=[CH:14][C:5]2[N:6]=[C:7]([C@@H:9]3[CH2:12][C@H:11]([OH:13])[CH2:10]3)[S:8][C:4]=2[CH:3]=1.[N:16]1[NH:17][C:18](=[O:22])[CH:19]=[CH:20][CH:21]=1.C(=O)([O-])[O-].[K+].[K+].CNCCNC. (3) Given the product [C:51](=[O:62])([O:23][CH2:22][CH:21]([CH2:20][O:19][CH2:1][CH2:2][CH2:3][CH2:4][CH2:5][CH2:6][CH2:7][CH2:8]/[CH:9]=[CH:10]\[CH2:11]/[CH:12]=[CH:13]\[CH2:14][CH2:15][CH2:16][CH2:17][CH3:18])[CH2:24][O:25][CH2:26][CH2:27][CH2:28][CH2:29][CH2:30][CH2:31][CH2:32][CH2:33]/[CH:34]=[CH:35]\[CH2:36]/[CH:37]=[CH:38]\[CH2:39][CH2:40][CH2:41][CH2:42][CH3:43])[O:52][C:53]1[CH:54]=[CH:55][C:56]([N+:59]([O-:61])=[O:60])=[CH:57][CH:58]=1, predict the reactants needed to synthesize it. The reactants are: [CH2:1]([O:19][CH2:20][CH:21]([CH2:24][O:25][CH2:26][CH2:27][CH2:28][CH2:29][CH2:30][CH2:31][CH2:32][CH2:33]/[CH:34]=[CH:35]\[CH2:36]/[CH:37]=[CH:38]\[CH2:39][CH2:40][CH2:41][CH2:42][CH3:43])[CH2:22][OH:23])[CH2:2][CH2:3][CH2:4][CH2:5][CH2:6][CH2:7][CH2:8]/[CH:9]=[CH:10]\[CH2:11]/[CH:12]=[CH:13]\[CH2:14][CH2:15][CH2:16][CH2:17][CH3:18].C(N(CC)CC)C.[C:51](=O)([O-:62])[O:52][C:53]1[CH:58]=[CH:57][C:56]([N+:59]([O-:61])=[O:60])=[CH:55][CH:54]=1.